Dataset: Full USPTO retrosynthesis dataset with 1.9M reactions from patents (1976-2016). Task: Predict the reactants needed to synthesize the given product. (1) Given the product [O:46]1[CH2:51][CH2:50][N:49]([CH2:52][CH2:53][CH2:54][NH:55][C:21]([CH:18]2[CH2:17][CH2:16][N:15]([C:13]([O:12][C:8]([CH3:9])([CH3:10])[CH3:11])=[O:14])[CH2:20][CH2:19]2)=[O:23])[CH2:48][CH2:47]1, predict the reactants needed to synthesize it. The reactants are: CCN(CC)CC.[C:8]([O:12][C:13]([N:15]1[CH2:20][CH2:19][CH:18]([C:21]([OH:23])=O)[CH2:17][CH2:16]1)=[O:14])([CH3:11])([CH3:10])[CH3:9].CN(C(ON1N=NC2C=CC=CC1=2)=[N+](C)C)C.[B-](F)(F)(F)F.[O:46]1[CH2:51][CH2:50][N:49]([CH2:52][CH2:53][CH2:54][NH2:55])[CH2:48][CH2:47]1. (2) Given the product [N:29]1[C:21]([NH:1][C:2]2[CH:19]=[CH:18][C:5]3[N:6]=[C:7]([NH:9][C:10](=[O:17])[C:11]4[CH:16]=[CH:15][CH:14]=[CH:13][CH:12]=4)[S:8][C:4]=3[CH:3]=2)=[C:22]2[C:26]([N:25]=[CH:24][NH:23]2)=[N:27][CH:28]=1, predict the reactants needed to synthesize it. The reactants are: [NH2:1][C:2]1[CH:19]=[CH:18][C:5]2[N:6]=[C:7]([NH:9][C:10](=[O:17])[C:11]3[CH:16]=[CH:15][CH:14]=[CH:13][CH:12]=3)[S:8][C:4]=2[CH:3]=1.Cl[C:21]1[N:29]=[CH:28][N:27]=[C:26]2[C:22]=1[NH:23][CH:24]=[N:25]2.